From a dataset of Full USPTO retrosynthesis dataset with 1.9M reactions from patents (1976-2016). Predict the reactants needed to synthesize the given product. (1) Given the product [CH2:1]([NH:8][C:9](=[O:33])[N:10]([CH2:11][C:12]1[CH:17]=[C:16]([C:18]([F:19])([F:20])[F:21])[CH:15]=[CH:14][C:13]=1[C:35]1[CH:40]=[C:39]([Cl:41])[CH:38]=[C:37]([CH:42]([CH3:58])[C:43]([OH:44])=[O:59])[CH:36]=1)[CH2:31][CH3:32])[C:2]1[CH:3]=[CH:4][CH:5]=[CH:6][CH:7]=1, predict the reactants needed to synthesize it. The reactants are: [CH2:1]([NH:8][C:9](=[O:33])[N:10]([CH2:31][CH3:32])[CH2:11][C:12]1[CH:17]=[C:16]([C:18]([F:21])([F:20])[F:19])[CH:15]=[CH:14][C:13]=1B1OC(C)(C)C(C)(C)O1)[C:2]1[CH:7]=[CH:6][CH:5]=[CH:4][CH:3]=1.Br[C:35]1[CH:36]=[C:37]([C@H:42]([CH3:58])[C:43](N2[C@H](C)[C@H](C3C=CC=CC=3)OC2=O)=[O:44])[CH:38]=[C:39]([Cl:41])[CH:40]=1.[O:59]1CCNC1=O. (2) The reactants are: [NH2:1][C@H:2]1[C:11]2[CH:10]=[N:9][CH:8]=[C:7]([C:12]3[CH:13]=[C:14]4[C:19](=[CH:20][CH:21]=3)[N:18]([CH3:22])[C:17](=[O:23])[CH2:16][CH2:15]4)[C:6]=2[CH2:5][CH2:4][CH2:3]1.[C:24](Cl)(=[O:26])[CH3:25]. Given the product [CH3:22][N:18]1[C:19]2[C:14](=[CH:13][C:12]([C:7]3[C:6]4[CH2:5][CH2:4][CH2:3][C@@H:2]([NH:1][C:24](=[O:26])[CH3:25])[C:11]=4[CH:10]=[N:9][CH:8]=3)=[CH:21][CH:20]=2)[CH2:15][CH2:16][C:17]1=[O:23], predict the reactants needed to synthesize it. (3) Given the product [C:33]([O:32][CH2:31][C@:7]12[CH2:6][CH2:5][C@@H:4]([C:2]([CH3:1])=[CH2:3])[C@@H:8]1[C@@H:9]1[C@@:22]([CH3:25])([CH2:23][CH2:24]2)[C@@:21]2([CH3:26])[C@@H:12]([C@:13]3([CH3:30])[C@@H:18]([CH2:19][CH2:20]2)[C:17]([CH3:28])([CH3:27])[C@@H:16]([OH:29])[CH2:15][CH2:14]3)[CH2:11][CH2:10]1)(=[O:40])[C:34]1[CH:39]=[CH:38][CH:37]=[CH:36][CH:35]=1, predict the reactants needed to synthesize it. The reactants are: [CH3:1][C:2]([C@H:4]1[C@@H:8]2[C@@H:9]3[C@@:22]([CH3:25])([CH2:23][CH2:24][C@@:7]2([CH2:31][OH:32])[CH2:6][CH2:5]1)[C@@:21]1([CH3:26])[C@@H:12]([C@:13]2([CH3:30])[C@@H:18]([CH2:19][CH2:20]1)[C:17]([CH3:28])([CH3:27])[C@@H:16]([OH:29])[CH2:15][CH2:14]2)[CH2:11][CH2:10]3)=[CH2:3].[C:33](O[C:33](=[O:40])[C:34]1[CH:39]=[CH:38][CH:37]=[CH:36][CH:35]=1)(=[O:40])[C:34]1[CH:39]=[CH:38][CH:37]=[CH:36][CH:35]=1. (4) Given the product [C:11]1([C:10]2[O:18][N:19]=[C:20]([C:22]3[CH:23]=[CH:24][C:25]([NH:28][C:29](=[O:46])[CH2:30][CH2:31][CH2:32][C:33]([NH:35][C:36]4[CH:37]=[CH:38][C:39]([C:42]5[N:45]=[C:10]([C:11]6[CH:12]=[CH:13][CH:14]=[CH:15][CH:16]=6)[O:17][N:43]=5)=[CH:40][CH:41]=4)=[O:34])=[CH:26][CH:27]=3)[N:21]=2)[CH:16]=[CH:15][CH:14]=[CH:13][CH:12]=1, predict the reactants needed to synthesize it. The reactants are: [C:10](O[C:10](=[O:17])[C:11]1[CH:16]=[CH:15][CH:14]=[CH:13][CH:12]=1)(=[O:17])[C:11]1[CH:16]=[CH:15][CH:14]=[CH:13][CH:12]=1.[OH:18][NH:19][C:20]([C:22]1[CH:27]=[CH:26][C:25]([NH:28][C:29](=[O:46])[CH2:30][CH2:31][CH2:32][C:33]([NH:35][C:36]2[CH:41]=[CH:40][C:39]([C:42](=[NH:45])[NH:43]O)=[CH:38][CH:37]=2)=[O:34])=[CH:24][CH:23]=1)=[NH:21].C(=O)(O)[O-].[Na+]. (5) The reactants are: [C:1]([Si:5]([CH3:8])([CH3:7])Cl)([CH3:4])([CH3:3])[CH3:2].N1C=CN=C1.[N+:14]([C:17]1[CH:22]=[CH:21][C:20]([NH:23][CH2:24][CH2:25][OH:26])=[CH:19][CH:18]=1)([O-:16])=[O:15]. Given the product [Si:5]([O:26][CH2:25][CH2:24][NH:23][C:20]1[CH:19]=[CH:18][C:17]([N+:14]([O-:16])=[O:15])=[CH:22][CH:21]=1)([C:1]([CH3:4])([CH3:3])[CH3:2])([CH3:8])[CH3:7], predict the reactants needed to synthesize it. (6) Given the product [CH3:36][C:31]1[NH:32][C:33]2[C:29]([CH:30]=1)=[CH:28][C:27]([O:26][C:20]1[C:19]3[C:24](=[CH:25][C:16]([O:15][CH2:14][CH:11]4[CH2:12][CH2:13][NH:8][CH2:9][CH2:10]4)=[CH:17][CH:18]=3)[N:23]=[CH:22][N:21]=1)=[CH:35][CH:34]=2, predict the reactants needed to synthesize it. The reactants are: C(OC([N:8]1[CH2:13][CH2:12][CH:11]([CH2:14][O:15][C:16]2[CH:25]=[C:24]3[C:19]([C:20]([O:26][C:27]4[CH:28]=[C:29]5[C:33](=[CH:34][CH:35]=4)[NH:32][C:31]([CH3:36])=[CH:30]5)=[N:21][CH:22]=[N:23]3)=[CH:18][CH:17]=2)[CH2:10][CH2:9]1)=O)(C)(C)C. (7) Given the product [CH3:1][O:2][C:3]1[CH:4]=[C:5]2[C:14](=[CH:15][CH:16]=1)[CH:13]([CH2:17][O:18][CH3:29])[CH:12]([C:19]1[CH:24]=[CH:23][C:22]([O:25][CH3:26])=[CH:21][CH:20]=1)[CH:11]1[CH:6]2[CH2:7][CH2:8][CH2:9][CH2:10]1, predict the reactants needed to synthesize it. The reactants are: [CH3:1][O:2][C:3]1[CH:4]=[C:5]2[C:14](=[CH:15][CH:16]=1)[CH:13]([CH2:17][OH:18])[CH:12]([C:19]1[CH:24]=[CH:23][C:22]([O:25][CH3:26])=[CH:21][CH:20]=1)[CH:11]1[CH:6]2[CH2:7][CH2:8][CH2:9][CH2:10]1.[H-].[Na+].[CH3:29]I. (8) Given the product [C:36]([N:25]1[CH2:24][CH2:23][CH:22]([CH2:21][N:11]2[CH:12]=[C:13]([C:15]3[CH:20]=[CH:19][CH:18]=[CH:17][N:16]=3)[CH:14]=[C:9]([C:4]3[CH:5]=[CH:6][CH:7]=[CH:8][C:3]=3[C:1]#[N:2])[C:10]2=[O:28])[CH2:27][CH2:26]1)(=[O:43])[C:37]1[CH:42]=[CH:41][CH:40]=[CH:39][CH:38]=1, predict the reactants needed to synthesize it. The reactants are: [C:1]([C:3]1[CH:8]=[CH:7][CH:6]=[CH:5][C:4]=1[C:9]1[C:10](=[O:28])[N:11]([CH2:21][CH:22]2[CH2:27][CH2:26][NH:25][CH2:24][CH2:23]2)[CH:12]=[C:13]([C:15]2[CH:20]=[CH:19][CH:18]=[CH:17][N:16]=2)[CH:14]=1)#[N:2].C(N(CC)CC)C.[C:36](Cl)(=[O:43])[C:37]1[CH:42]=[CH:41][CH:40]=[CH:39][CH:38]=1.